Dataset: Forward reaction prediction with 1.9M reactions from USPTO patents (1976-2016). Task: Predict the product of the given reaction. The product is: [NH2:9]/[C:8](/[C:5]1[CH:4]=[CH:3][C:2]([Br:1])=[CH:7][N:6]=1)=[CH:16]\[C:17]#[N:18]. Given the reactants [Br:1][C:2]1[CH:3]=[CH:4][C:5]([C:8]#[N:9])=[N:6][CH:7]=1.CC(C)([O-])C.[K+].[CH3:16][C:17]#[N:18], predict the reaction product.